Task: Predict the product of the given reaction.. Dataset: Forward reaction prediction with 1.9M reactions from USPTO patents (1976-2016) (1) Given the reactants [NH2:1][C:2]1[C:3]([C:9]([O:11][CH3:12])=[O:10])=[N:4][C:5]([Br:8])=[CH:6][N:7]=1.[C:13](O[C:13]([O:15][C:16]([CH3:19])([CH3:18])[CH3:17])=[O:14])([O:15][C:16]([CH3:19])([CH3:18])[CH3:17])=[O:14], predict the reaction product. The product is: [C:16]([O:15][C:13]([N:1]([C:13]([O:15][C:16]([CH3:19])([CH3:18])[CH3:17])=[O:14])[C:2]1[C:3]([C:9]([O:11][CH3:12])=[O:10])=[N:4][C:5]([Br:8])=[CH:6][N:7]=1)=[O:14])([CH3:19])([CH3:18])[CH3:17]. (2) The product is: [C:1]([C:4]1[NH:5][N:6]=[C:7]([C:9]([NH:56][C@@H:57]([CH3:73])[CH2:58][N:59]2[CH:63]=[CH:62][C:61]([C:64]3[CH:71]=[CH:70][C:67]([C:68]#[N:69])=[C:66]([Cl:72])[CH:65]=3)=[N:60]2)=[O:11])[CH:8]=1)(=[O:3])[CH3:2]. Given the reactants [C:1]([C:4]1[CH:8]=[C:7]([C:9]([OH:11])=O)[NH:6][N:5]=1)(=[O:3])[CH3:2].CCN(C(C)C)C(C)C.CN(C(ON1N=NC2C=CC=CC1=2)=[N+](C)C)C.F[P-](F)(F)(F)(F)F.CCN=C=NCCCN(C)C.[NH2:56][C@@H:57]([CH3:73])[CH2:58][N:59]1[CH:63]=[CH:62][C:61]([C:64]2[CH:71]=[CH:70][C:67]([C:68]#[N:69])=[C:66]([Cl:72])[CH:65]=2)=[N:60]1, predict the reaction product. (3) Given the reactants [N+:1]([C:4]1[CH:9]=[CH:8][C:7]([CH:10]([CH2:41][C:42](=[O:68])/[CH:43]=[CH:44]/[C:45]2[CH:50]=[CH:49][C:48]([O:51][C:52](=[O:67])[C:53]3[CH:58]=[CH:57][C:56]([O:59][CH2:60][CH2:61][CH2:62][C:63]([F:66])([F:65])[F:64])=[CH:55][CH:54]=3)=[CH:47][CH:46]=2)[C:11]([C:14](=[O:40])/[CH:15]=[CH:16]/[C:17]2[CH:22]=[CH:21][C:20]([O:23][C:24](=[O:39])[C:25]3[CH:30]=[CH:29][C:28]([O:31][CH2:32][CH2:33][CH2:34][C:35]([F:38])([F:37])[F:36])=[CH:27][CH:26]=3)=[CH:19][CH:18]=2)([OH:13])[OH:12])=[CH:6][CH:5]=1)([O-])=O.CCCCCC.C[N:76](C)C=O, predict the reaction product. The product is: [NH2:76][C:8]1[CH:9]=[C:4]([NH2:1])[CH:5]=[CH:6][C:7]=1[CH:10]([CH2:41][C:42](=[O:68])/[CH:43]=[CH:44]/[C:45]1[CH:50]=[CH:49][C:48]([O:51][C:52](=[O:67])[C:53]2[CH:58]=[CH:57][C:56]([O:59][CH2:60][CH2:61][CH2:62][C:63]([F:66])([F:65])[F:64])=[CH:55][CH:54]=2)=[CH:47][CH:46]=1)[C:11]([C:14](=[O:40])/[CH:15]=[CH:16]/[C:17]1[CH:22]=[CH:21][C:20]([O:23][C:24](=[O:39])[C:25]2[CH:30]=[CH:29][C:28]([O:31][CH2:32][CH2:33][CH2:34][C:35]([F:38])([F:37])[F:36])=[CH:27][CH:26]=2)=[CH:19][CH:18]=1)([OH:13])[OH:12]. (4) Given the reactants C(OC(C)(C)C)=O.C(OC(N1CCC2C(SCC3C=CC(C(O)=O)=CN=3)=C([Cl:26])C=CC=2CC1)=O)(C)(C)C.[C:38]([O:42][C:43]([N:45]1[CH2:51][CH2:50][C:49]2[C:52]([S:57][CH2:58][C:59]3[CH:64]=[CH:63][C:62]([C:65]([O:67][CH3:68])=[O:66])=[CH:61][N:60]=3)=[C:53](Cl)[CH:54]=[CH:55][C:48]=2[CH:47](Cl)[CH2:46]1)=[O:44])([CH3:41])([CH3:40])[CH3:39].[OH-].[Li+], predict the reaction product. The product is: [C:38]([O:42][C:43]([N:45]1[CH:51]([Cl:26])[CH2:50][C:49]2[C:52]([S:57][CH2:58][C:59]3[CH:64]=[CH:63][C:62]([C:65]([O:67][CH3:68])=[O:66])=[CH:61][N:60]=3)=[CH:53][CH:54]=[CH:55][C:48]=2[CH2:47][CH2:46]1)=[O:44])([CH3:39])([CH3:40])[CH3:41]. (5) Given the reactants Cl[C:2](Cl)([O:4]C(=O)OC(Cl)(Cl)Cl)Cl.[F:13][C:14]([F:22])([F:21])[CH:15]([OH:20])[C:16]([F:19])([F:18])[F:17].C(N(CC)C(C)C)(C)C.[Cl:32][C:33]1[CH:34]=[C:35]([N:47]2[CH2:52][CH2:51][O:50][CH2:49][CH2:48]2)[CH:36]=[CH:37][C:38]=1[CH2:39][N:40]1[CH2:45][CH2:44][NH:43][C@@H:42]([CH3:46])[CH2:41]1, predict the reaction product. The product is: [Cl:32][C:33]1[CH:34]=[C:35]([N:47]2[CH2:52][CH2:51][O:50][CH2:49][CH2:48]2)[CH:36]=[CH:37][C:38]=1[CH2:39][N:40]1[CH2:45][CH2:44][N:43]([C:2]([O:20][CH:15]([C:16]([F:19])([F:18])[F:17])[C:14]([F:22])([F:21])[F:13])=[O:4])[C@@H:42]([CH3:46])[CH2:41]1. (6) Given the reactants [Cl:1][C:2]1[CH:8]=[C:7]([O:9][C:10]2[C:19]3[C:14](=[CH:15][C:16]([O:22][CH3:23])=[C:17]([O:20][CH3:21])[CH:18]=3)[N:13]=[CH:12][N:11]=2)[CH:6]=[CH:5][C:3]=1[NH2:4].Cl[C:25](Cl)([O:27][C:28](=[O:34])OC(Cl)(Cl)Cl)Cl.[CH3:36][C:37]1[CH:42]=[CH:41][CH:40]=[CH:39][C:38]=1CO.C(=O)(O)[O-].[Na+], predict the reaction product. The product is: [Cl:1][C:2]1[CH:8]=[C:7]([O:9][C:10]2[C:19]3[C:14](=[CH:15][C:16]([O:22][CH3:23])=[C:17]([O:20][CH3:21])[CH:18]=3)[N:13]=[CH:12][N:11]=2)[CH:6]=[CH:5][C:3]=1[NH:4][C:28](=[O:34])[O:27][CH2:25][C:38]1[CH:39]=[CH:40][CH:41]=[CH:42][C:37]=1[CH3:36]. (7) Given the reactants CC1(C)C(C)(C)OB([C:9]2[C:10]3[CH:17]=[C:16]([CH2:18][OH:19])[CH:15]=[CH:14][C:11]=3[S:12][CH:13]=2)O1.Br[C:22]1[CH:27]=[C:26]([S:28]([CH3:31])(=[O:30])=[O:29])[CH:25]=[CH:24][C:23]=1[CH3:32].C([O-])([O-])=O.[Cs+].[Cs+], predict the reaction product. The product is: [CH3:32][C:23]1[CH:24]=[CH:25][C:26]([S:28]([CH3:31])(=[O:30])=[O:29])=[CH:27][C:22]=1[C:9]1[C:10]2[CH:17]=[C:16]([CH:18]=[O:19])[CH:15]=[CH:14][C:11]=2[S:12][CH:13]=1. (8) Given the reactants [F:1][C:2]1[CH:7]=[CH:6][C:5](B(O)O)=[CH:4][CH:3]=1.[N+:11]([C:14]1[CH:15]=[N:16][NH:17][CH:18]=1)([O-:13])=[O:12].N1C=CC=CC=1, predict the reaction product. The product is: [F:1][C:2]1[CH:7]=[CH:6][C:5]([N:16]2[CH:15]=[C:14]([N+:11]([O-:13])=[O:12])[CH:18]=[N:17]2)=[CH:4][CH:3]=1.